This data is from Reaction yield outcomes from USPTO patents with 853,638 reactions. The task is: Predict the reaction yield, written as a fraction of the theoretical maximum amount of product (1.0 means a 100% yield; for example, 0.34 means a 34% yield). (1) The reactants are [Si]([O:8][C:9]1[CH:14]=[C:13](O[Si](C(C)(C)C)(C)C)[CH:12]=[CH:11][C:10]=1[C@H:23]1[CH2:28][CH2:27][C@H:26]([NH2:29])[CH2:25][CH2:24]1)(C(C)(C)C)(C)C.[F:30][C:31]([F:42])([F:41])[C:32](O[C:32](=[O:33])[C:31]([F:42])([F:41])[F:30])=[O:33].C(N(CC)CC)C.FC(F)(F)C(O)=[O:53]. The catalyst is CN(C)C1C=CN=CC=1.ClC(Cl)C.O. The product is [OH:53][C:14]1[C:9]([OH:8])=[C:10]([C@H:23]2[CH2:24][CH2:25][C@H:26]([NH:29][C:32](=[O:33])[C:31]([F:42])([F:41])[F:30])[CH2:27][CH2:28]2)[CH:11]=[CH:12][CH:13]=1. The yield is 0.310. (2) No catalyst specified. The yield is 0.100. The reactants are [NH:1]1[C:5]([C:6]2[CH:7]=[C:8]([CH:10]=[CH:11][CH:12]=2)[NH2:9])=[N:4][N:3]=[N:2]1.[NH:13]1[C:21]2[CH:20]=[CH:19][CH:18]=[C:17]([C:22](O)=[O:23])[C:16]=2[CH:15]=[CH:14]1. The product is [NH:4]1[C:5]([C:6]2[CH:7]=[C:8]([NH:9][C:22]([C:17]3[C:16]4[CH:15]=[CH:14][NH:13][C:21]=4[CH:20]=[CH:19][CH:18]=3)=[O:23])[CH:10]=[CH:11][CH:12]=2)=[N:1][N:2]=[N:3]1.